From a dataset of Full USPTO retrosynthesis dataset with 1.9M reactions from patents (1976-2016). Predict the reactants needed to synthesize the given product. (1) Given the product [Cl:26][C:12]1[CH:11]=[C:10]([C:15]2[C:23]3[C:18](=[N:19][CH:20]=[CH:21][CH:22]=3)[NH:17][CH:16]=2)[N:9]=[C:8]([NH:7][CH:1]2[CH2:6][CH2:5][CH2:4][CH2:3][CH2:2]2)[N:13]=1, predict the reactants needed to synthesize it. The reactants are: [CH:1]1([NH:7][C:8]2[NH:13][C:12](=O)[CH:11]=[C:10]([C:15]3[C:23]4[C:18](=[N:19][CH:20]=[CH:21][CH:22]=4)[NH:17][CH:16]=3)[N:9]=2)[CH2:6][CH2:5][CH2:4][CH2:3][CH2:2]1.P(Cl)(Cl)([Cl:26])=O.N1C=CC=CC=1. (2) Given the product [CH2:15]([O:17][C:18]([C:20]1([CH2:25][C:26]2[CH:35]=[CH:34][C:33]3[C:28](=[CH:29][CH:30]=[C:31]([O:36][CH2:12][C:10]4[N:11]=[C:7]([C:1]5[CH:6]=[CH:5][CH:4]=[CH:3][CH:2]=5)[O:8][C:9]=4[CH3:14])[CH:32]=3)[CH:27]=2)[CH2:24][CH2:23][CH2:22][O:21]1)=[O:19])[CH3:16], predict the reactants needed to synthesize it. The reactants are: [C:1]1([C:7]2[O:8][C:9]([CH3:14])=[C:10]([CH2:12]Cl)[N:11]=2)[CH:6]=[CH:5][CH:4]=[CH:3][CH:2]=1.[CH2:15]([O:17][C:18]([C:20]1([CH2:25][C:26]2[CH:35]=[CH:34][C:33]3[C:28](=[CH:29][CH:30]=[C:31]([OH:36])[CH:32]=3)[CH:27]=2)[CH2:24][CH2:23][CH2:22][O:21]1)=[O:19])[CH3:16].C(=O)([O-])[O-].[Cs+].[Cs+]. (3) Given the product [Cl:17][C:10]1[CH:11]=[CH:12][N:13]=[C:14]2[C:9]=1[N:8]=[C:7]([C:36]1[CH:37]=[C:32]([S:29]([NH:28][C:22]3[CH:23]=[CH:24][C:25]([F:27])=[CH:26][C:21]=3[F:20])(=[O:31])=[O:30])[CH:33]=[N:34][CH:35]=1)[CH:16]=[CH:15]2, predict the reactants needed to synthesize it. The reactants are: FC(F)(F)S(O[C:7]1[CH:16]=[CH:15][C:14]2[C:9](=[C:10]([Cl:17])[CH:11]=[CH:12][N:13]=2)[N:8]=1)(=O)=O.[F:20][C:21]1[CH:26]=[C:25]([F:27])[CH:24]=[CH:23][C:22]=1[NH:28][S:29]([C:32]1[CH:33]=[N:34][CH:35]=[C:36](B2OC(C)(C)C(C)(C)O2)[CH:37]=1)(=[O:31])=[O:30]. (4) Given the product [S:9]1[CH:13]=[CH:12][C:11]2[CH:14]=[C:15]([CH:18]3[C:27]4[C:22](=[CH:23][C:24]([C:28]5[N:33]=[N:32][C:31]([N:34]([CH3:36])[CH3:35])=[CH:30][CH:29]=5)=[CH:25][CH:26]=4)[CH2:21][N:20]([CH3:37])[CH2:19]3)[CH:16]=[CH:17][C:10]1=2, predict the reactants needed to synthesize it. The reactants are: C(O)(=O)/C=C/C(O)=O.[S:9]1[CH:13]=[CH:12][C:11]2[CH:14]=[C:15]([CH:18]3[C:27]4[C:22](=[CH:23][C:24]([C:28]5[N:33]=[N:32][C:31]([N:34]([CH3:36])[CH3:35])=[CH:30][CH:29]=5)=[CH:25][CH:26]=4)[CH2:21][N:20]([CH3:37])[CH2:19]3)[CH:16]=[CH:17][C:10]1=2.N(C)C.CN(C=O)C.